This data is from Catalyst prediction with 721,799 reactions and 888 catalyst types from USPTO. The task is: Predict which catalyst facilitates the given reaction. Reactant: [CH3:1][C:2]1[CH:7]=[C:6]([CH3:8])[C:5]([NH:9][S:10]([C:13]2[C:22]3[C:17](=[CH:18][CH:19]=[CH:20][CH:21]=3)[CH:16]=[CH:15][CH:14]=2)(=[O:12])=[O:11])=[CH:4][C:3]=1[NH:23][C:24]([CH2:26][C:27]1[CH:34]=[CH:33][C:30]([C:31]#[N:32])=[CH:29][CH:28]=1)=[O:25].Cl.C(=O)([O-])[O-].[NH4+:40].[NH4+]. Product: [CH3:1][C:2]1[CH:7]=[C:6]([CH3:8])[C:5]([NH:9][S:10]([C:13]2[C:22]3[C:17](=[CH:18][CH:19]=[CH:20][CH:21]=3)[CH:16]=[CH:15][CH:14]=2)(=[O:12])=[O:11])=[CH:4][C:3]=1[NH:23][C:24]([CH2:26][C:27]1[CH:28]=[CH:29][C:30]([C:31]([NH2:40])=[NH:32])=[CH:33][CH:34]=1)=[O:25]. The catalyst class is: 8.